Dataset: Forward reaction prediction with 1.9M reactions from USPTO patents (1976-2016). Task: Predict the product of the given reaction. (1) Given the reactants [CH2:1]([CH:3]([N:6]1[CH2:11][CH2:10][N:9]([C:12]([C:14]2[CH:21]=[CH:20][C:17]([CH:18]=O)=[CH:16][CH:15]=2)=[O:13])[CH2:8][CH2:7]1)[CH2:4][CH3:5])[CH3:2].[NH:22]1[CH2:27][CH2:26][CH2:25][CH2:24][CH2:23]1, predict the reaction product. The product is: [CH2:1]([CH:3]([N:6]1[CH2:11][CH2:10][N:9]([C:12]([C:14]2[CH:21]=[CH:20][C:17]([CH2:18][N:22]3[CH2:27][CH2:26][CH2:25][CH2:24][CH2:23]3)=[CH:16][CH:15]=2)=[O:13])[CH2:8][CH2:7]1)[CH2:4][CH3:5])[CH3:2]. (2) Given the reactants Br[C:2]1[CH:3]=[C:4]([NH2:8])[CH:5]=[N:6][CH:7]=1.C1(P(C2C=CC=CC=2)C2C=CC=CC=2)C=CC=CC=1.C(N(CC)CC)C.[CH3:35][Si:36]([C:39]#[CH:40])([CH3:38])[CH3:37], predict the reaction product. The product is: [CH3:35][Si:36]([C:39]#[C:40][C:2]1[CH:3]=[C:4]([NH2:8])[CH:5]=[N:6][CH:7]=1)([CH3:38])[CH3:37]. (3) Given the reactants [N:1]1[CH:6]=[CH:5][CH:4]=[CH:3][C:2]=1[C:7]1[N:8]=[C:9]([NH:12][C:13]2[N:18]=[CH:17][CH:16]=[CH:15][N:14]=2)[S:10][CH:11]=1.[Br:19]Br.C(OCC)(=O)C, predict the reaction product. The product is: [Br:19][C:11]1[S:10][C:9]([NH:12][C:13]2[N:14]=[CH:15][CH:16]=[CH:17][N:18]=2)=[N:8][C:7]=1[C:2]1[CH:3]=[CH:4][CH:5]=[CH:6][N:1]=1. (4) Given the reactants FC(F)(F)C(O)=O.[C:8]1([C:14]2[CH:15]=[C:16]([C:20]([NH:22][C:23]3[CH:35]=[C:34]([C:36]4[CH:40]=[CH:39][S:38][CH:37]=4)[CH:33]=[CH:32][C:24]=3[C:25]([O:27]C(C)(C)C)=[O:26])=[O:21])[CH:17]=[N:18][CH:19]=2)[CH:13]=[CH:12][CH:11]=[CH:10][CH:9]=1, predict the reaction product. The product is: [C:8]1([C:14]2[CH:15]=[C:16]([C:20]([NH:22][C:23]3[CH:35]=[C:34]([C:36]4[CH:40]=[CH:39][S:38][CH:37]=4)[CH:33]=[CH:32][C:24]=3[C:25]([OH:27])=[O:26])=[O:21])[CH:17]=[N:18][CH:19]=2)[CH:9]=[CH:10][CH:11]=[CH:12][CH:13]=1. (5) Given the reactants [Si:1]([O:18][CH2:19][C:20]1[CH:21]=[C:22]([CH2:38][OH:39])[CH:23]=[C:24]([O:26]C2C(Cl)=CC(C(F)(F)F)=CN=2)[CH:25]=1)([C:14]([CH3:17])([CH3:16])[CH3:15])([C:8]1[CH:13]=[CH:12][CH:11]=[CH:10][CH:9]=1)[C:2]1[CH:7]=[CH:6][CH:5]=[CH:4][CH:3]=1.S(Cl)(Cl)=O.[O-][CH2:45][CH3:46].[Na+].C(O)C, predict the reaction product. The product is: [Si:1]([O:18][CH2:19][C:20]1[CH:25]=[C:24]([OH:26])[CH:23]=[C:22]([CH2:38][O:39][CH2:45][CH3:46])[CH:21]=1)([C:14]([CH3:17])([CH3:16])[CH3:15])([C:2]1[CH:3]=[CH:4][CH:5]=[CH:6][CH:7]=1)[C:8]1[CH:13]=[CH:12][CH:11]=[CH:10][CH:9]=1. (6) Given the reactants [NH:1]1[CH:5]=[C:4]([C:6]([OH:8])=O)[N:3]=[CH:2]1.S(Cl)(Cl)=O.[NH2:13][C:14]([CH3:18])([CH3:17])[CH2:15]O.C(N(CC)CC)C, predict the reaction product. The product is: [NH:1]1[CH:5]=[C:4]([C:6]2[O:8][CH2:15][C:14]([CH3:18])([CH3:17])[N:13]=2)[N:3]=[CH:2]1. (7) Given the reactants [CH3:1][O:2][C:3]1[CH:47]=[CH:46][CH:45]=[CH:44][C:4]=1[CH2:5][O:6][CH2:7][CH2:8][CH2:9][O:10][C:11]1[CH:16]=[CH:15][C:14]([CH:17]2[CH2:22][CH2:21][N:20]([C:23]([O:25][C:26]([CH3:29])([CH3:28])[CH3:27])=[O:24])[CH2:19][CH:18]2[O:30][CH2:31][CH2:32]OS(C2C=CC(C)=CC=2)(=O)=O)=[CH:13][CH:12]=1.[NH:48]1[C:56]2[C:51](=[CH:52][CH:53]=[CH:54][CH:55]=2)[C:50]([CH2:57][CH2:58][NH:59][C:60](=[O:62])[CH3:61])=[CH:49]1.[H-].[Na+].C(=O)(O)[O-].[Na+], predict the reaction product. The product is: [C:60]([NH:59][CH2:58][CH2:57][C:50]1[C:51]2[C:56](=[CH:55][CH:54]=[CH:53][CH:52]=2)[N:48]([CH2:32][CH2:31][O:30][CH:18]2[CH:17]([C:14]3[CH:13]=[CH:12][C:11]([O:10][CH2:9][CH2:8][CH2:7][O:6][CH2:5][C:4]4[CH:44]=[CH:45][CH:46]=[CH:47][C:3]=4[O:2][CH3:1])=[CH:16][CH:15]=3)[CH2:22][CH2:21][N:20]([C:23]([O:25][C:26]([CH3:27])([CH3:29])[CH3:28])=[O:24])[CH2:19]2)[CH:49]=1)(=[O:62])[CH3:61]. (8) Given the reactants [NH2:1][C@@H:2]1[CH2:7][CH2:6][C@H:5]([N:8]2[C:12]3[N:13]=[CH:14][N:15]=[C:16]([NH2:17])[C:11]=3[C:10]([C:18]3[CH:23]=[C:22]([O:24][CH2:25][CH:26]4[CH2:30][CH2:29][CH2:28][O:27]4)[CH:21]=[CH:20][C:19]=3[F:31])=[CH:9]2)[CH2:4][CH2:3]1.[C:32](O)(=[O:34])[CH3:33].CN(C(ON1N=NC2C=CC=NC1=2)=[N+](C)C)C.F[P-](F)(F)(F)(F)F.CCN(C(C)C)C(C)C, predict the reaction product. The product is: [NH2:17][C:16]1[C:11]2[C:10]([C:18]3[CH:23]=[C:22]([O:24][CH2:25][CH:26]4[CH2:30][CH2:29][CH2:28][O:27]4)[CH:21]=[CH:20][C:19]=3[F:31])=[CH:9][N:8]([C@@H:5]3[CH2:6][CH2:7][C@H:2]([NH:1][C:32](=[O:34])[CH3:33])[CH2:3][CH2:4]3)[C:12]=2[N:13]=[CH:14][N:15]=1. (9) Given the reactants [CH2:1]([S:8][CH2:9][C@:10]1([CH3:26])[N:14]([C@H](C2C=CC=CC=2)CO)[C:13](=[O:24])[NH:12][C:11]1=[O:25])[C:2]1[CH:7]=[CH:6][CH:5]=[CH:4][CH:3]=1.C(O)(=O)C.Br.N, predict the reaction product. The product is: [CH2:1]([S:8][CH2:9][C@:10]1([CH3:26])[NH:14][C:13](=[O:24])[NH:12][C:11]1=[O:25])[C:2]1[CH:3]=[CH:4][CH:5]=[CH:6][CH:7]=1.